From a dataset of Catalyst prediction with 721,799 reactions and 888 catalyst types from USPTO. Predict which catalyst facilitates the given reaction. (1) Reactant: B(Br)(Br)Br.C[O:6][C:7]1[CH:8]=[C:9]([CH:15]=[CH:16][C:17]2[O:21][N:20]=[C:19]([CH2:22][CH2:23][CH2:24][CH2:25][CH2:26][CH2:27][CH2:28][CH3:29])[N:18]=2)[CH:10]=[CH:11][C:12]=1[O:13]C. Product: [CH2:22]([C:19]1[N:18]=[C:17]([CH:16]=[CH:15][C:9]2[CH:8]=[C:7]([OH:6])[C:12]([OH:13])=[CH:11][CH:10]=2)[O:21][N:20]=1)[CH2:23][CH2:24][CH2:25][CH2:26][CH2:27][CH2:28][CH3:29]. The catalyst class is: 4. (2) Reactant: C(OC([N:8]1[CH2:13][CH2:12][CH:11]([NH:14][C:15]2[O:16][C:17]([C:20]3[CH:25]=[CH:24][C:23]([F:26])=[CH:22][CH:21]=3)=[CH:18][N:19]=2)[CH2:10][CH2:9]1)=O)(C)(C)C.[ClH:27]. Product: [ClH:27].[F:26][C:23]1[CH:24]=[CH:25][C:20]([C:17]2[O:16][C:15]([NH:14][CH:11]3[CH2:12][CH2:13][NH:8][CH2:9][CH2:10]3)=[N:19][CH:18]=2)=[CH:21][CH:22]=1. The catalyst class is: 12. (3) Reactant: [OH:1][C@H:2]1[C@H:6]([CH2:7][OH:8])[NH:5][CH2:4][C@@H:3]1[NH:9][C:10](=[O:12])[CH3:11].[BH3-]C#N.[Na+].[CH:17](=O)[CH2:18][CH2:19][C:20]1[CH:25]=[CH:24][CH:23]=[CH:22][CH:21]=1. Product: [OH:1][C@H:2]1[C@H:6]([CH2:7][OH:8])[N:5]([CH2:17][CH2:18][CH2:19][C:20]2[CH:25]=[CH:24][CH:23]=[CH:22][CH:21]=2)[CH2:4][C@@H:3]1[NH:9][C:10](=[O:12])[CH3:11]. The catalyst class is: 5. (4) Reactant: C([Li])CCC.[CH:6]1([C:9]2[C:14]([O:15][CH2:16][O:17][CH3:18])=[CH:13][CH:12]=[C:11]([CH2:19][O:20][Si:21]([CH:28]([CH3:30])[CH3:29])([CH:25]([CH3:27])[CH3:26])[CH:22]([CH3:24])[CH3:23])[N:10]=2)[CH2:8][CH2:7]1.C[O:32]B(OC)OC.OO.[OH-].[Na+]. Product: [CH:6]1([C:9]2[C:14]([O:15][CH2:16][O:17][CH3:18])=[C:13]([OH:32])[CH:12]=[C:11]([CH2:19][O:20][Si:21]([CH:25]([CH3:27])[CH3:26])([CH:22]([CH3:24])[CH3:23])[CH:28]([CH3:30])[CH3:29])[N:10]=2)[CH2:7][CH2:8]1. The catalyst class is: 1. (5) Reactant: [H-].[Na+].[CH3:3][C:4]1([CH3:11])[O:8][CH:7]([CH2:9][OH:10])[CH2:6][O:5]1.Br[CH2:13][CH2:14][CH2:15][CH2:16][CH2:17][CH2:18][CH2:19][CH2:20][CH2:21][CH2:22][CH2:23][CH2:24][CH2:25][CH2:26][CH2:27][CH3:28]. Product: [CH3:3][C:4]1([CH3:11])[O:8][CH:7]([CH2:9][O:10][CH2:28][CH2:27][CH2:26][CH2:25][CH2:24][CH2:23][CH2:22][CH2:21][CH2:20][CH2:19][CH2:18][CH2:17][CH2:16][CH2:15][CH2:14][CH3:13])[CH2:6][O:5]1. The catalyst class is: 9. (6) Reactant: COC1C=CC(C[N:8](CC2C=CC(OC)=CC=2)[C:9]2[N:14]=[C:13]([CH3:15])[N:12]=[C:11]([C:16]3[CH:17]=[C:18]([C:32]([N:34]4[CH2:39][CH2:38][CH:37]([OH:40])[CH2:36][CH2:35]4)=[O:33])[CH:19]=[N:20][C:21]=3[NH:22][C:23]3[CH:24]=[N:25][C:26]([O:30][CH3:31])=[C:27]([F:29])[CH:28]=3)[N:10]=2)=CC=1. Product: [NH2:8][C:9]1[N:14]=[C:13]([CH3:15])[N:12]=[C:11]([C:16]2[CH:17]=[C:18]([C:32]([N:34]3[CH2:35][CH2:36][CH:37]([OH:40])[CH2:38][CH2:39]3)=[O:33])[CH:19]=[N:20][C:21]=2[NH:22][C:23]2[CH:24]=[N:25][C:26]([O:30][CH3:31])=[C:27]([F:29])[CH:28]=2)[N:10]=1. The catalyst class is: 67. (7) Reactant: [NH2:1][CH2:2][CH2:3][OH:4].C(N(CC)CC)C.[C:12](O[C:12]([O:14][C:15]([CH3:18])([CH3:17])[CH3:16])=[O:13])([O:14][C:15]([CH3:18])([CH3:17])[CH3:16])=[O:13]. Product: [C:15]([O:14][C:12](=[O:13])[NH:1][CH2:2][CH2:3][OH:4])([CH3:18])([CH3:17])[CH3:16]. The catalyst class is: 54. (8) Reactant: CC(N=NC(C#N)(C)C)(C#N)C.C1C(=O)N([Br:20])C(=O)C1.[CH3:21][C:22]([Si:25]([CH3:35])([CH3:34])[O:26][C:27]1[CH:32]=[CH:31][CH:30]=[CH:29][C:28]=1[CH3:33])([CH3:24])[CH3:23]. Product: [Br:20][CH2:33][C:28]1[CH:29]=[CH:30][CH:31]=[CH:32][C:27]=1[O:26][Si:25]([C:22]([CH3:21])([CH3:23])[CH3:24])([CH3:34])[CH3:35]. The catalyst class is: 53. (9) Reactant: [Cl:1][C:2]1[CH:3]=[CH:4][C:5]2[NH:11][C:10](=O)[CH2:9][CH:8]([CH2:13][C:14](OCC)=[O:15])[NH:7][C:6]=2[N:19]=1.[H-].[H-].[H-].[H-].[Li+].[Al+3].O1CCCC1.[OH-].[Na+]. Product: [Cl:1][C:2]1[CH:3]=[CH:4][C:5]2[NH:11][CH2:10][CH2:9][CH:8]([CH2:13][CH2:14][OH:15])[NH:7][C:6]=2[N:19]=1. The catalyst class is: 6.